Dataset: Human Reference Interactome with 51,813 positive PPI pairs across 8,248 proteins, plus equal number of experimentally-validated negative pairs. Task: Binary Classification. Given two protein amino acid sequences, predict whether they physically interact or not. (1) Protein 1 (ENSG00000163807) has sequence MSKRNQVSYVRPAEPAFLARFKERVGYREGPTVETKRIQPQPPDEDGDHSDKEDEQPQVVVLKKGDLSVEEVMKIKAEIKAAKADEEPTPADGRIIYRKPVKHPSDEKYSGLTASSKKKKPNEDEVNQDSVKKNSQKQIKNSSLLSFDNEDENE*. Protein 2 (ENSG00000139144) has sequence MAYSWQTDPNPNESHEKQYEHQEFLFVNQPHSSSQVSLGFDQIVDEISGKIPHYESEIDENTFFVPTAPKWDSTGHSLNEAHQISLNEFTSKSRELSWHQVSKAPAIGFSPSVLPKPQNTNKECSWGSPIGKHHGADDSRFSILAPSFTSLDKINLEKELENENHNYHIGFESSIPPTNSSFSSDFMPKEENKRSGHVNIVEPSLMLLKGSLQPGMWESTWQKNIESIGCSIQLVEVPQSSNTSLASFCNKVKKIRERYHAADVNFNSGKIWSTTTAFPYQLFSKTKFNIHIFIDNSTQP.... Result: 0 (the proteins do not interact). (2) Protein 1 (ENSG00000106689) has sequence MLFHSLSGPEVHGVIDEMDRRAKSEAPAISSAIDRGDTETTMPSISSDRAALCAGCGGKISDRYYLLAVDKQWHMRCLKCCECKLNLESELTCFSKDGSIYCKEDYYRRFSVQRCARCHLGISASEMVMRARDLVYHLNCFTCTTCNKMLTTGDHFGMKDSLVYCRLHFEALLQGEYPAHFNHADVAAAAAAAAAAKSAGLGAAGANPLGLPYYNGVGTVQKGRPRKRKSPGPGADLAAYNAALSCNENDAEHLDRDQPYPSSQKTKRMRTSFKHHQLRTMKSYFAINHNPDAKDLKQLA.... Protein 2 (ENSG00000198586) has sequence MSVQSSSGSLEGPPSWSQLSTSPTPGSAAAARSLLNHTPPSGRPREGAMDELHSLDPRRQELLEARFTGVASGSTGSTGSCSVGAKASTNNESSNHSFGSLGSLSDKESEKQLAGS*MSVQSSSGSLEGPPSWSQLSTSPTPGSAAAARSLLNHTPPSGRPREGAMDELHSLDPRRQELLEARFTGVASGSTGSTGSCSVGAKASTNNESSNHSFGSLGSLSDKESETPEKKQSESSRGRKRKAENQNESSQGFPNLPVFQSLAYWEMGRTAGGKSIGGRGHKISDYFEYQGGNGSSPVR.... Result: 1 (the proteins interact).